From a dataset of Peptide-MHC class II binding affinity with 134,281 pairs from IEDB. Regression. Given a peptide amino acid sequence and an MHC pseudo amino acid sequence, predict their binding affinity value. This is MHC class II binding data. (1) The peptide sequence is TVAAAPQVKYAVFEA. The MHC is HLA-DPA10103-DPB10301 with pseudo-sequence HLA-DPA10103-DPB10301. The binding affinity (normalized) is 0.550. (2) The peptide sequence is STRVPNYNLIVMDEA. The MHC is DRB1_1302 with pseudo-sequence DRB1_1302. The binding affinity (normalized) is 0.593. (3) The peptide sequence is SLETVAIDRPAEVRKHHHHHH. The MHC is DRB1_0801 with pseudo-sequence DRB1_0801. The binding affinity (normalized) is 0.480.